From a dataset of NCI-60 drug combinations with 297,098 pairs across 59 cell lines. Regression. Given two drug SMILES strings and cell line genomic features, predict the synergy score measuring deviation from expected non-interaction effect. Synergy scores: CSS=4.73, Synergy_ZIP=6.02, Synergy_Bliss=6.81, Synergy_Loewe=6.16, Synergy_HSA=6.26. Drug 2: C1CC(=O)NC(=O)C1N2C(=O)C3=CC=CC=C3C2=O. Cell line: BT-549. Drug 1: CC12CCC(CC1=CCC3C2CCC4(C3CC=C4C5=CN=CC=C5)C)O.